Dataset: Full USPTO retrosynthesis dataset with 1.9M reactions from patents (1976-2016). Task: Predict the reactants needed to synthesize the given product. (1) Given the product [Br:1][C:2]1[CH:7]=[CH:6][C:5]([C:8]2[CH:9]=[N:18][C:17]([NH2:19])=[N:16][CH:11]=2)=[CH:4][CH:3]=1, predict the reactants needed to synthesize it. The reactants are: [Br:1][C:2]1[CH:7]=[CH:6][C:5](/[C:8](=[CH:11]/N(C)C)/[CH:9]=O)=[CH:4][CH:3]=1.Cl.[NH2:16][C:17]([NH2:19])=[NH:18].C(=O)([O-])[O-].[K+].[K+]. (2) Given the product [F:19][C:20]([F:29])([F:28])[C:2]1[CH:3]=[C:4]([N:8]2[N:12]=[N:11][C:10]([C:13]3[CH:18]=[CH:17][CH:16]=[CH:15][N:14]=3)=[N:9]2)[CH:5]=[CH:6][CH:7]=1, predict the reactants needed to synthesize it. The reactants are: Cl[C:2]1[CH:3]=[C:4]([N:8]2[N:12]=[N:11][C:10]([C:13]3[CH:18]=[CH:17][CH:16]=[CH:15][N:14]=3)=[N:9]2)[CH:5]=[CH:6][CH:7]=1.[F:19][C:20]([F:29])([F:28])C1C=C(C=CC=1)N.N1C=CC=CC=1C=O. (3) Given the product [CH2:42]([O:43][C:7](=[O:8])[CH2:3][C:4]([NH:10][C:11]1[CH:29]=[C:28]([Br:30])[C:14]([O:15][C:16]2[CH:17]=[C:18]([CH:25]([CH3:27])[CH3:26])[C:19]([OH:24])=[C:20]([CH:21]=[O:22])[CH:23]=2)=[C:13]([Br:31])[C:12]=1[CH3:32])=[O:5])[CH3:41], predict the reactants needed to synthesize it. The reactants are: C([CH:3]([C:7](Cl)=[O:8])[C:4](Cl)=[O:5])C.[NH2:10][C:11]1[CH:29]=[C:28]([Br:30])[C:14]([O:15][C:16]2[CH:17]=[C:18]([CH:25]([CH3:27])[CH3:26])[C:19]([OH:24])=[C:20]([CH:23]=2)[CH:21]=[O:22])=[C:13]([Br:31])[C:12]=1[CH3:32].CCN(CC)CC.C1C[O:43][CH2:42][CH2:41]1.